Predict which catalyst facilitates the given reaction. From a dataset of Catalyst prediction with 721,799 reactions and 888 catalyst types from USPTO. (1) Reactant: [C:1]1(=[O:9])[C:8]2[N:4]([CH:5]=[CH:6][CH:7]=2)[CH2:3][CH2:2]1.[Br:10]N1C(=O)CCC1=O. Product: [Br:10][C:6]1[CH:7]=[C:8]2[N:4]([CH2:3][CH2:2][C:1]2=[O:9])[CH:5]=1. The catalyst class is: 1. (2) Reactant: [CH2:1]([O:3][C:4]1[C@@:9]([CH2:14][CH:15]([CH2:17][OH:18])[OH:16])([C@H:10]([CH2:12][OH:13])[OH:11])[O:8][C:6](=[O:7])[C:5]=1[OH:19])[CH3:2].C(=O)([O-])O.[Na+].[CH2:25](Br)[C:26]1C=CC=[CH:28][CH:27]=1. Product: [CH2:1]([O:3][C:4]1[C@@:9]([CH2:14][CH:15]([CH2:17][OH:18])[OH:16])([C@H:10]([CH2:12][OH:13])[OH:11])[O:8][C:6](=[O:7])[C:5]=1[O:19][CH2:25][CH2:26][CH2:27][CH3:28])[CH3:2]. The catalyst class is: 16. (3) Reactant: [Cl:1][C:2]1[N:10]=[CH:9][C:8]([F:11])=[CH:7][C:3]=1[C:4]([OH:6])=O.[NH2:12][CH2:13][C:14]1[CH:26]=[CH:25][C:17]([C:18]([O:20][C:21]([CH3:24])([CH3:23])[CH3:22])=[O:19])=[CH:16][CH:15]=1.Cl.CN(C)CCCN=C=NCC.O.ON1C2C=CC=CC=2N=N1. Product: [Cl:1][C:2]1[C:3]([C:4]([NH:12][CH2:13][C:14]2[CH:15]=[CH:16][C:17]([C:18]([O:20][C:21]([CH3:22])([CH3:24])[CH3:23])=[O:19])=[CH:25][CH:26]=2)=[O:6])=[CH:7][C:8]([F:11])=[CH:9][N:10]=1. The catalyst class is: 884. (4) Reactant: [Br:1][C:2]1[CH:7]=[C:6]([CH3:8])[C:5]([P:9]([C:19]2[CH:24]=[CH:23][CH:22]=[CH:21][CH:20]=2)[C:10]2[C:15]([CH3:16])=[CH:14][C:13]([Br:17])=[C:12]([CH3:18])[CH:11]=2)=[CH:4][C:3]=1[CH3:25].ClC1C=C(C=CC=1)C(OO)=[O:31]. Product: [Br:17][C:13]1[CH:14]=[C:15]([CH3:16])[C:10]([P:9](=[O:31])([C:19]2[CH:24]=[CH:23][CH:22]=[CH:21][CH:20]=2)[C:5]2[C:6]([CH3:8])=[CH:7][C:2]([Br:1])=[C:3]([CH3:25])[CH:4]=2)=[CH:11][C:12]=1[CH3:18]. The catalyst class is: 2. (5) Reactant: C(OP(O[CH2:10][C:11]1[CH:20]=[CH:19][C:14]([C:15]([O:17][CH3:18])=[O:16])=[CH:13][C:12]=1[O:21][CH2:22][O:23][CH3:24])(OCC)=O)C.[F:25][CH:26]([F:43])[O:27][C:28]1[CH:33]=[CH:32][C:31](B2OC(C)(C)C(C)(C)O2)=[CH:30][CH:29]=1.P([O-])([O-])([O-])=O.[K+].[K+].[K+]. Product: [F:25][CH:26]([F:43])[O:27][C:28]1[CH:33]=[CH:32][C:31]([CH2:10][C:11]2[CH:20]=[CH:19][C:14]([C:15]([O:17][CH3:18])=[O:16])=[CH:13][C:12]=2[O:21][CH2:22][O:23][CH3:24])=[CH:30][CH:29]=1. The catalyst class is: 133. (6) Reactant: [H-].[Na+].[F:3][C:4]1[CH:5]=[C:6]([OH:13])[CH:7]=[C:8]([F:12])[C:9]=1[CH2:10][OH:11].[CH:14]1([CH2:17]Br)[CH2:16][CH2:15]1. Product: [CH:14]1([CH2:17][O:13][C:6]2[CH:5]=[C:4]([F:3])[C:9]([CH2:10][OH:11])=[C:8]([F:12])[CH:7]=2)[CH2:16][CH2:15]1. The catalyst class is: 9.